From a dataset of Forward reaction prediction with 1.9M reactions from USPTO patents (1976-2016). Predict the product of the given reaction. (1) Given the reactants B.C1COCC1.[C:7]([CH2:10][C@H:11]([CH:13]1[CH2:18][CH2:17][N:16]([C:19]([O:21][C:22]([CH3:25])([CH3:24])[CH3:23])=[O:20])[CH2:15][CH2:14]1)[CH3:12])(O)=[O:8].CCOCC.Cl, predict the reaction product. The product is: [OH:8][CH2:7][CH2:10][C@H:11]([CH:13]1[CH2:14][CH2:15][N:16]([C:19]([O:21][C:22]([CH3:23])([CH3:25])[CH3:24])=[O:20])[CH2:17][CH2:18]1)[CH3:12]. (2) Given the reactants [H-].[Na+].[NH:3]1[CH:7]=[CH:6][N:5]=[CH:4]1.Br[CH2:9][C:10]1[CH:15]=[CH:14][C:13]([C:16]([C:18]2[CH:23]=[CH:22][C:21]([Cl:24])=[CH:20][CH:19]=2)=[O:17])=[CH:12][CH:11]=1, predict the reaction product. The product is: [Cl:24][C:21]1[CH:20]=[CH:19][C:18]([C:16]([C:13]2[CH:12]=[CH:11][C:10]([CH2:9][N:3]3[CH:7]=[CH:6][N:5]=[CH:4]3)=[CH:15][CH:14]=2)=[O:17])=[CH:23][CH:22]=1. (3) Given the reactants [NH2:1][CH2:2][C@H:3]1[CH2:8][CH2:7][C@H:6]([CH2:9][NH:10][C:11](=[O:17])[O:12][C:13]([CH3:16])([CH3:15])[CH3:14])[CH2:5][CH2:4]1.[C:18]1([C:28]2[CH:33]=[CH:32][CH:31]=[CH:30][CH:29]=2)[CH:23]=[CH:22][CH:21]=[C:20]([S:24](Cl)(=[O:26])=[O:25])[CH:19]=1, predict the reaction product. The product is: [C:18]1([C:28]2[CH:29]=[CH:30][CH:31]=[CH:32][CH:33]=2)[CH:23]=[CH:22][CH:21]=[C:20]([S:24]([NH:1][CH2:2][C@H:3]2[CH2:4][CH2:5][C@H:6]([CH2:9][NH:10][C:11](=[O:17])[O:12][C:13]([CH3:14])([CH3:16])[CH3:15])[CH2:7][CH2:8]2)(=[O:26])=[O:25])[CH:19]=1.